Predict the reactants needed to synthesize the given product. From a dataset of Full USPTO retrosynthesis dataset with 1.9M reactions from patents (1976-2016). (1) Given the product [N:1]1[CH:6]=[CH:5][CH:4]=[C:3]([CH2:7][NH:8][C:9]([C:11]2[N:20]3[C:14]([CH2:15][N:16]([C:25]([C:27]4[CH:32]=[CH:31][C:30]([C:33]5[C:34]([C:39]([OH:41])=[O:40])=[CH:35][CH:36]=[CH:37][CH:38]=5)=[CH:29][CH:28]=4)=[O:26])[C:17]4[CH:24]=[CH:23][CH:22]=[CH:21][C:18]=4[CH2:19]3)=[CH:13][CH:12]=2)=[O:10])[CH:2]=1, predict the reactants needed to synthesize it. The reactants are: [N:1]1[CH:6]=[CH:5][CH:4]=[C:3]([CH2:7][NH:8][C:9]([C:11]2[N:20]3[C:14]([CH2:15][N:16]([C:25]([C:27]4[CH:32]=[CH:31][C:30]([C:33]5[C:34]([C:39]([O:41]C(C)(C)C)=[O:40])=[CH:35][CH:36]=[CH:37][CH:38]=5)=[CH:29][CH:28]=4)=[O:26])[C:17]4[CH:24]=[CH:23][CH:22]=[CH:21][C:18]=4[CH2:19]3)=[CH:13][CH:12]=2)=[O:10])[CH:2]=1.FC(F)(F)C(O)=O. (2) Given the product [Si:5]([O:12][CH2:13][C:14]1[CH:20]=[CH:19][CH:18]=[C:17]([CH2:21][O:22][Si:23]([C:26]([CH3:29])([CH3:28])[CH3:27])([CH3:24])[CH3:25])[C:15]=1[NH:16][C:1](=[O:2])[O:30][CH2:31][C:32]1[CH:33]=[CH:34][C:35]([B:38]2[O:46][C:43]([CH3:45])([CH3:44])[C:40]([CH3:42])([CH3:41])[O:39]2)=[CH:36][CH:37]=1)([C:8]([CH3:11])([CH3:10])[CH3:9])([CH3:7])[CH3:6], predict the reactants needed to synthesize it. The reactants are: [C:1](Cl)(Cl)=[O:2].[Si:5]([O:12][CH2:13][C:14]1[CH:20]=[CH:19][CH:18]=[C:17]([CH2:21][O:22][Si:23]([C:26]([CH3:29])([CH3:28])[CH3:27])([CH3:25])[CH3:24])[C:15]=1[NH2:16])([C:8]([CH3:11])([CH3:10])[CH3:9])([CH3:7])[CH3:6].[OH:30][CH2:31][C:32]1[CH:37]=[CH:36][C:35]([B:38]2[O:46][C:43]([CH3:45])([CH3:44])[C:40]([CH3:42])([CH3:41])[O:39]2)=[CH:34][CH:33]=1.